From a dataset of Forward reaction prediction with 1.9M reactions from USPTO patents (1976-2016). Predict the product of the given reaction. (1) Given the reactants [CH3:1][O:2][C:3]([C:5]1[S:6][C:7]([C:29]#[C:30][C:31]([CH3:34])([CH3:33])[CH3:32])=[CH:8][C:9]=1[N:10]1[C@H:15]([CH:16]2[CH2:21][CH2:20][CH2:19][CH2:18][CH2:17]2)[CH2:14][O:13][C@@:12]([CH2:23][CH:24]([OH:27])CO)([CH3:22])[C:11]1=[O:28])=[O:4].O.I([O-])(=O)(=O)=O.[Na+].[BH4-].[Na+], predict the reaction product. The product is: [CH3:1][O:2][C:3]([C:5]1[S:6][C:7]([C:29]#[C:30][C:31]([CH3:34])([CH3:33])[CH3:32])=[CH:8][C:9]=1[N:10]1[C@H:15]([CH:16]2[CH2:21][CH2:20][CH2:19][CH2:18][CH2:17]2)[CH2:14][O:13][C@@:12]([CH2:23][CH2:24][OH:27])([CH3:22])[C:11]1=[O:28])=[O:4]. (2) Given the reactants Cl[C:2]1[CH:7]=[C:6]([NH:8][C:9]2[C:18]([F:19])=[CH:17][CH:16]=[CH:15][C:10]=2[C:11]([NH:13][CH3:14])=[O:12])[C:5]([Cl:20])=[CH:4][N:3]=1.[NH2:21][C:22]1[N:26]([CH2:27][CH3:28])[N:25]=[C:24]([CH2:29][CH2:30][OH:31])[CH:23]=1.C(=O)([O-])[O-].[Cs+].[Cs+].CC1(C)C2C(=C(P(C3C=CC=CC=3)C3C=CC=CC=3)C=CC=2)OC2C(P(C3C=CC=CC=3)C3C=CC=CC=3)=CC=CC1=2, predict the reaction product. The product is: [Cl:20][C:5]1[C:6]([NH:8][C:9]2[C:18]([F:19])=[CH:17][CH:16]=[CH:15][C:10]=2[C:11]([NH:13][CH3:14])=[O:12])=[CH:7][C:2]([NH:21][C:22]2[N:26]([CH2:27][CH3:28])[N:25]=[C:24]([CH2:29][CH2:30][OH:31])[CH:23]=2)=[N:3][CH:4]=1. (3) Given the reactants [CH:1]1([CH2:4][N:5]([CH2:18][CH2:19][CH3:20])[C:6]2[CH:13]=[CH:12][C:11]([C:14]([F:17])([F:16])[F:15])=[CH:10][C:7]=2[CH:8]=[O:9])[CH2:3][CH2:2]1.[CH3:21][Mg]Br, predict the reaction product. The product is: [CH:1]1([CH2:4][N:5]([CH2:18][CH2:19][CH3:20])[C:6]2[CH:13]=[CH:12][C:11]([C:14]([F:15])([F:16])[F:17])=[CH:10][C:7]=2[CH:8]([OH:9])[CH3:21])[CH2:3][CH2:2]1. (4) Given the reactants [C:1]([CH:4]1[CH:8]([C:9]2[CH:14]=[CH:13][CH:12]=[C:11]([O:15][C:16]([F:19])([F:18])[F:17])[CH:10]=2)[N:7]([C:20]2[CH:25]=[C:24]([CH3:26])[C:23](=[O:27])[N:22]([CH3:28])[CH:21]=2)[C:6](=[O:29])[C:5]1=O)(=O)[CH3:2].Cl.[CH:32]1([NH:35][NH2:36])[CH2:34][CH2:33]1.CC(O)=O, predict the reaction product. The product is: [CH:32]1([N:35]2[C:5]3[C:6](=[O:29])[N:7]([C:20]4[CH:25]=[C:24]([CH3:26])[C:23](=[O:27])[N:22]([CH3:28])[CH:21]=4)[CH:8]([C:9]4[CH:14]=[CH:13][CH:12]=[C:11]([O:15][C:16]([F:19])([F:18])[F:17])[CH:10]=4)[C:4]=3[C:1]([CH3:2])=[N:36]2)[CH2:34][CH2:33]1. (5) Given the reactants C(Cl)(=O)C(Cl)=O.CS(C)=O.[CH2:11]([N:18]1[CH2:23][CH:22]2[CH:20]([CH:21]2[CH2:24][OH:25])[CH2:19]1)[C:12]1[CH:17]=[CH:16][CH:15]=[CH:14][CH:13]=1.C(N(CC)CC)C, predict the reaction product. The product is: [CH2:11]([N:18]1[CH2:23][CH:22]2[CH:20]([CH:21]2[CH:24]=[O:25])[CH2:19]1)[C:12]1[CH:13]=[CH:14][CH:15]=[CH:16][CH:17]=1. (6) Given the reactants [Br:1][C:2]1[CH:7]=[CH:6][C:5]([CH2:8]Cl)=[CH:4][C:3]=1[CH2:10][CH3:11].[C-:12]#[N:13].[K+].C([O-])([O-])=O.[Na+].[Na+], predict the reaction product. The product is: [Br:1][C:2]1[CH:7]=[CH:6][C:5]([CH2:8][C:12]#[N:13])=[CH:4][C:3]=1[CH2:10][CH3:11]. (7) Given the reactants F[C:2]1[CH:7]=[CH:6][CH:5]=[C:4](F)[N:3]=1.[F:9][C:10]1[CH:16]=[CH:15][C:13]([NH2:14])=[CH:12][CH:11]=1.[CH3:17][C:18]1[CH:22]=[C:21]([CH3:23])[NH:20][N:19]=1, predict the reaction product. The product is: [CH3:17][C:18]1[CH:22]=[C:21]([CH3:23])[N:20]([C:4]2[N:3]=[C:2]([NH:14][C:13]3[CH:15]=[CH:16][C:10]([F:9])=[CH:11][CH:12]=3)[CH:7]=[CH:6][CH:5]=2)[N:19]=1. (8) Given the reactants [Cl:1][C:2]1[CH:3]=[C:4]([CH:20]=[CH:21][C:22]=1[Cl:23])[CH2:5][N:6]1[CH:10]=[C:9]([NH:11][CH2:12][CH2:13][N:14]2[CH2:19][CH2:18][O:17][CH2:16][CH2:15]2)[N:8]=[N:7]1.[C:24](OC(=O)C)(=[O:26])[CH3:25], predict the reaction product. The product is: [Cl:1][C:2]1[CH:3]=[C:4]([CH:20]=[CH:21][C:22]=1[Cl:23])[CH2:5][N:6]1[CH:10]=[C:9]([N:11]([CH2:12][CH2:13][N:14]2[CH2:19][CH2:18][O:17][CH2:16][CH2:15]2)[C:24](=[O:26])[CH3:25])[N:8]=[N:7]1.